Dataset: NCI-60 drug combinations with 297,098 pairs across 59 cell lines. Task: Regression. Given two drug SMILES strings and cell line genomic features, predict the synergy score measuring deviation from expected non-interaction effect. Drug 1: CC1CCC2CC(C(=CC=CC=CC(CC(C(=O)C(C(C(=CC(C(=O)CC(OC(=O)C3CCCCN3C(=O)C(=O)C1(O2)O)C(C)CC4CCC(C(C4)OC)OCCO)C)C)O)OC)C)C)C)OC. Drug 2: CC1CCCC2(C(O2)CC(NC(=O)CC(C(C(=O)C(C1O)C)(C)C)O)C(=CC3=CSC(=N3)C)C)C. Cell line: SK-MEL-2. Synergy scores: CSS=61.5, Synergy_ZIP=9.92, Synergy_Bliss=8.56, Synergy_Loewe=-9.73, Synergy_HSA=6.73.